This data is from Forward reaction prediction with 1.9M reactions from USPTO patents (1976-2016). The task is: Predict the product of the given reaction. Given the reactants Cl[C:2]1[CH:3]=[C:4]([C:9]2[N:13]3[C:14]4[N:22]=[C:21]([O:23][CH3:24])[CH:20]=[CH:19][C:15]=4[N:16]=[C:17]([CH3:18])[C:12]3=[C:11]([CH3:25])[N:10]=2)[CH:5]=[C:6](Cl)[CH:7]=1.[F:26][C:27]([F:38])([F:37])C1C=CC(B(O)O)=CC=1.C([O-])([O-])=O.[K+].[K+], predict the reaction product. The product is: [CH3:24][O:23][C:21]1[CH:20]=[CH:19][C:15]2[N:16]=[C:17]([CH3:18])[C:12]3[N:13]([C:9]([C:4]4[CH:5]=[CH:6][C:7]([C:27]([F:38])([F:37])[F:26])=[CH:2][CH:3]=4)=[N:10][C:11]=3[CH3:25])[C:14]=2[N:22]=1.